This data is from Full USPTO retrosynthesis dataset with 1.9M reactions from patents (1976-2016). The task is: Predict the reactants needed to synthesize the given product. Given the product [F:22][C:21]([F:24])([F:23])[S:18]([O:8][C:6]1[CH2:7][C:2]([CH3:10])([CH3:1])[CH2:3][C:4](=[O:9])[CH:5]=1)(=[O:20])=[O:19], predict the reactants needed to synthesize it. The reactants are: [CH3:1][C:2]1([CH3:10])[CH2:7][C:6](=[O:8])[CH2:5][C:4](=[O:9])[CH2:3]1.C(=O)([O-])[O-].[Na+].[Na+].O.[S:18](O[S:18]([C:21]([F:24])([F:23])[F:22])(=[O:20])=[O:19])([C:21]([F:24])([F:23])[F:22])(=[O:20])=[O:19].